This data is from Reaction yield outcomes from USPTO patents with 853,638 reactions. The task is: Predict the reaction yield, written as a fraction of the theoretical maximum amount of product (1.0 means a 100% yield; for example, 0.34 means a 34% yield). (1) The reactants are Br[CH2:2][CH2:3][O:4][C:5]1[CH:10]=[CH:9][C:8]([NH:11][C:12](=[O:21])[C:13]2[CH:18]=[CH:17][CH:16]=[C:15]([O:19][CH3:20])[CH:14]=2)=[CH:7][C:6]=1[C:22]1[N:23]([CH3:27])[N:24]=[CH:25][CH:26]=1.[NH3:28]. The catalyst is CO. The product is [NH2:28][CH2:2][CH2:3][O:4][C:5]1[CH:10]=[CH:9][C:8]([NH:11][C:12](=[O:21])[C:13]2[CH:18]=[CH:17][CH:16]=[C:15]([O:19][CH3:20])[CH:14]=2)=[CH:7][C:6]=1[C:22]1[N:23]([CH3:27])[N:24]=[CH:25][CH:26]=1. The yield is 0.530. (2) The reactants are CS[C:3](SC)=[C:4]1[C:13](=[O:14])[C:12]([CH3:18])([CH2:15][CH2:16][CH3:17])[C:11]2[C:6](=[CH:7][CH:8]=[CH:9][CH:10]=2)[C:5]1=[O:19].[NH2:22][C:23]1[CH:28]=[CH:27][CH:26]=[CH:25][C:24]=1[S:29]([NH2:32])(=[O:31])=[O:30]. The catalyst is C1(C)C=CC=CC=1. The product is [O:31]=[S:29]1(=[O:30])[C:24]2[CH:25]=[CH:26][CH:27]=[CH:28][C:23]=2[NH:22][C:3]([C:4]2[C:13](=[O:14])[C:12]([CH3:18])([CH2:15][CH2:16][CH3:17])[C:11]3[C:6]([C:5]=2[OH:19])=[CH:7][CH:8]=[CH:9][CH:10]=3)=[N:32]1. The yield is 0.990. (3) The reactants are Cl.[CH3:2][N:3]([CH3:36])[S:4]([N:7]1[CH2:12][CH2:11][N:10]([CH2:13][C:14]2[S:18][C:17]([NH:19][C:20]([N:22]([CH:29]3[CH2:34][CH2:33][CH:32]([CH3:35])[CH2:31][CH2:30]3)[CH:23]3[CH2:28][CH2:27][NH:26][CH2:25][CH2:24]3)=[O:21])=[N:16][CH:15]=2)[CH2:9][CH2:8]1)(=[O:6])=[O:5].[CH:37]1([C:42](Cl)=[O:43])[CH2:41][CH2:40][CH2:39][CH2:38]1. No catalyst specified. The product is [CH3:2][N:3]([CH3:36])[S:4]([N:7]1[CH2:8][CH2:9][N:10]([CH2:13][C:14]2[S:18][C:17]([NH:19][C:20]([N:22]([CH:23]3[CH2:28][CH2:27][N:26]([C:42]([CH:37]4[CH2:41][CH2:40][CH2:39][CH2:38]4)=[O:43])[CH2:25][CH2:24]3)[CH:29]3[CH2:30][CH2:31][CH:32]([CH3:35])[CH2:33][CH2:34]3)=[O:21])=[N:16][CH:15]=2)[CH2:11][CH2:12]1)(=[O:5])=[O:6]. The yield is 0.490. (4) The product is [F:18][C:12]1[CH:13]=[C:14]([F:17])[CH:15]=[CH:16][C:11]=1[C:9]1[N:10]=[C:3]2[C:2]([CH3:20])=[N:7][CH:6]=[CH:5][N:4]2[CH:8]=1. The catalyst is CCOCC.CO.CN1CCCC1=O. The yield is 0.640. The reactants are Cl[C:2]1[C:3]2[N:4]([CH:8]=[C:9]([C:11]3[CH:16]=[CH:15][C:14]([F:17])=[CH:13][C:12]=3[F:18])[N:10]=2)[CH:5]=[CH:6][N:7]=1.O1CCC[CH2:20]1.CC(C)=O.C(=O)=O.C[Mg+].[Br-]. (5) The reactants are [Br:1][C:2]1[C:7]([CH3:8])=[CH:6][C:5]([N:9]2[C:18]3[C:13](=[CH:14][C:15]([S:19](OC4C(F)=C(F)C(F)=C(F)C=4F)(=[O:21])=[O:20])=[CH:16][CH:17]=3)[CH:12]=[CH:11][C:10]2=[O:34])=[C:4]([O:35][CH3:36])[CH:3]=1.[O:37]1[CH:41]=[CH:40][C:39]([NH2:42])=[N:38]1.C1COCC1.C[Si]([N-][Si](C)(C)C)(C)C.[Li+]. The catalyst is Cl.CCOC(C)=O. The product is [Br:1][C:2]1[C:7]([CH3:8])=[CH:6][C:5]([N:9]2[C:18]3[C:13](=[CH:14][C:15]([S:19]([NH:42][C:39]4[CH:40]=[CH:41][O:37][N:38]=4)(=[O:21])=[O:20])=[CH:16][CH:17]=3)[CH:12]=[CH:11][C:10]2=[O:34])=[C:4]([O:35][CH3:36])[CH:3]=1. The yield is 0.910.